Dataset: Full USPTO retrosynthesis dataset with 1.9M reactions from patents (1976-2016). Task: Predict the reactants needed to synthesize the given product. (1) Given the product [CH:1]([S:14][CH2:15][CH2:16][N:18]1[CH2:23][CH2:22][NH:21][CH2:20][CH2:19]1)([C:8]1[CH:13]=[CH:12][CH:11]=[CH:10][CH:9]=1)[C:2]1[CH:7]=[CH:6][CH:5]=[CH:4][CH:3]=1, predict the reactants needed to synthesize it. The reactants are: [CH:1]([S:14][CH2:15][CH2:16]Br)([C:8]1[CH:13]=[CH:12][CH:11]=[CH:10][CH:9]=1)[C:2]1[CH:7]=[CH:6][CH:5]=[CH:4][CH:3]=1.[NH:18]1[CH2:23][CH2:22][NH:21][CH2:20][CH2:19]1.C([O-])([O-])=O.[K+].[K+]. (2) Given the product [F:1][C:2]([F:19])([C:13]1[CH:14]=[CH:15][CH:16]=[CH:17][CH:18]=1)[CH2:3][O:4][CH:5]=[CH:6][C:7](=[O:12])[CH2:8][CH2:9][CH2:10][CH3:11], predict the reactants needed to synthesize it. The reactants are: [F:1][C:2]([F:19])([C:13]1[CH:18]=[CH:17][CH:16]=[CH:15][CH:14]=1)[CH2:3][O:4][CH2:5][CH2:6][CH:7]([OH:12])[CH2:8][CH2:9][CH:10]=[CH2:11].C1(CCCCOCCC=O)C=CC=CC=1. (3) The reactants are: [F:1][C:2]1[CH:11]=[C:10]2[C:5]([C:6]([CH:19]=C)=[C:7]([CH3:18])[C:8]([C:12]3[CH:17]=[CH:16][CH:15]=[CH:14][N:13]=3)=[N:9]2)=[CH:4][CH:3]=1.C[N+]1([O-])CC[O:25]CC1.S([O-])([O-])(=O)=S.[Na+].[Na+].I([O-])(=O)(=O)=O.[Na+]. Given the product [F:1][C:2]1[CH:11]=[C:10]2[C:5]([C:6]([CH:19]=[O:25])=[C:7]([CH3:18])[C:8]([C:12]3[CH:17]=[CH:16][CH:15]=[CH:14][N:13]=3)=[N:9]2)=[CH:4][CH:3]=1, predict the reactants needed to synthesize it. (4) The reactants are: [Cl:1][C:2]1[C:9]([O:10][CH3:11])=[CH:8][CH:7]=[CH:6][C:3]=1[CH:4]=O.C([O-])(=O)C.[NH4+].[N+:17]([CH2:20][CH3:21])([O-:19])=[O:18]. Given the product [Cl:1][C:2]1[C:3]([CH:4]=[C:20]([N+:17]([O-:19])=[O:18])[CH3:21])=[CH:6][CH:7]=[CH:8][C:9]=1[O:10][CH3:11], predict the reactants needed to synthesize it.